This data is from CYP2D6 inhibition data for predicting drug metabolism from PubChem BioAssay. The task is: Regression/Classification. Given a drug SMILES string, predict its absorption, distribution, metabolism, or excretion properties. Task type varies by dataset: regression for continuous measurements (e.g., permeability, clearance, half-life) or binary classification for categorical outcomes (e.g., BBB penetration, CYP inhibition). Dataset: cyp2d6_veith. The drug is CC(C)(CO)[C@H](O)C(=O)NCCC(=O)[O-].CC(C)(CO)[C@H](O)C(=O)NCCC(=O)[O-].O.[Ca+2]. The result is 0 (non-inhibitor).